Dataset: NCI-60 drug combinations with 297,098 pairs across 59 cell lines. Task: Regression. Given two drug SMILES strings and cell line genomic features, predict the synergy score measuring deviation from expected non-interaction effect. (1) Drug 1: C1=CC(=CC=C1C#N)C(C2=CC=C(C=C2)C#N)N3C=NC=N3. Drug 2: C1CN1P(=S)(N2CC2)N3CC3. Cell line: MDA-MB-435. Synergy scores: CSS=4.95, Synergy_ZIP=-2.10, Synergy_Bliss=-4.85, Synergy_Loewe=-2.54, Synergy_HSA=-2.49. (2) Drug 1: C1=CC=C(C(=C1)C(C2=CC=C(C=C2)Cl)C(Cl)Cl)Cl. Drug 2: COCCOC1=C(C=C2C(=C1)C(=NC=N2)NC3=CC=CC(=C3)C#C)OCCOC.Cl. Cell line: SK-OV-3. Synergy scores: CSS=3.43, Synergy_ZIP=-4.21, Synergy_Bliss=-4.25, Synergy_Loewe=-7.12, Synergy_HSA=-3.67. (3) Drug 1: CC1=C(C=C(C=C1)NC2=NC=CC(=N2)N(C)C3=CC4=NN(C(=C4C=C3)C)C)S(=O)(=O)N.Cl. Drug 2: CC1=C2C(C(=O)C3(C(CC4C(C3C(C(C2(C)C)(CC1OC(=O)C(C(C5=CC=CC=C5)NC(=O)OC(C)(C)C)O)O)OC(=O)C6=CC=CC=C6)(CO4)OC(=O)C)O)C)O. Cell line: SF-268. Synergy scores: CSS=46.7, Synergy_ZIP=14.5, Synergy_Bliss=15.2, Synergy_Loewe=-16.4, Synergy_HSA=12.4. (4) Drug 1: CN(C)N=NC1=C(NC=N1)C(=O)N. Drug 2: CCCCCOC(=O)NC1=NC(=O)N(C=C1F)C2C(C(C(O2)C)O)O. Cell line: SK-OV-3. Synergy scores: CSS=3.83, Synergy_ZIP=-1.18, Synergy_Bliss=-0.442, Synergy_Loewe=-3.99, Synergy_HSA=-1.81. (5) Drug 1: CC12CCC(CC1=CCC3C2CCC4(C3CC=C4C5=CN=CC=C5)C)O. Drug 2: CN(CC1=CN=C2C(=N1)C(=NC(=N2)N)N)C3=CC=C(C=C3)C(=O)NC(CCC(=O)O)C(=O)O. Cell line: EKVX. Synergy scores: CSS=0.812, Synergy_ZIP=-2.13, Synergy_Bliss=-4.13, Synergy_Loewe=-7.29, Synergy_HSA=-5.22. (6) Drug 1: CN1CCC(CC1)COC2=C(C=C3C(=C2)N=CN=C3NC4=C(C=C(C=C4)Br)F)OC. Drug 2: CC1CCC2CC(C(=CC=CC=CC(CC(C(=O)C(C(C(=CC(C(=O)CC(OC(=O)C3CCCCN3C(=O)C(=O)C1(O2)O)C(C)CC4CCC(C(C4)OC)OCCO)C)C)O)OC)C)C)C)OC. Cell line: LOX IMVI. Synergy scores: CSS=18.8, Synergy_ZIP=-5.21, Synergy_Bliss=-3.50, Synergy_Loewe=-1.17, Synergy_HSA=-0.129. (7) Drug 1: C1=NC2=C(N1)C(=S)N=C(N2)N. Drug 2: C#CCC(CC1=CN=C2C(=N1)C(=NC(=N2)N)N)C3=CC=C(C=C3)C(=O)NC(CCC(=O)O)C(=O)O. Cell line: M14. Synergy scores: CSS=37.4, Synergy_ZIP=-8.78, Synergy_Bliss=-4.32, Synergy_Loewe=-1.77, Synergy_HSA=-2.03.